From a dataset of Forward reaction prediction with 1.9M reactions from USPTO patents (1976-2016). Predict the product of the given reaction. The product is: [Cl:21][C:22]1[CH:23]=[C:24]([S:29]([NH:2][CH2:3][C:4]2[CH:5]=[CH:6][C:7]([C:10]([O:12][CH3:13])=[O:11])=[N:8][CH:9]=2)(=[O:30])=[O:31])[CH:25]=[CH:26][C:27]=1[F:28]. Given the reactants Cl.[NH2:2][CH2:3][C:4]1[CH:5]=[CH:6][C:7]([C:10]([O:12][CH3:13])=[O:11])=[N:8][CH:9]=1.C(N(CC)CC)C.[Cl:21][C:22]1[CH:23]=[C:24]([S:29](Cl)(=[O:31])=[O:30])[CH:25]=[CH:26][C:27]=1[F:28], predict the reaction product.